Task: Predict the product of the given reaction.. Dataset: Forward reaction prediction with 1.9M reactions from USPTO patents (1976-2016) (1) Given the reactants [CH3:1][O:2][CH2:3][O:4][C:5]1[CH:6]=[C:7]([CH:20]=[CH:21][C:22]=1[O:23][CH3:24])[C:8]([NH:10][C:11]([CH3:19])([C:13]1[CH:18]=[CH:17][CH:16]=[CH:15][CH:14]=1)[CH3:12])=[O:9].CN(CCN(C)C)C.CN([CH:36]=[O:37])C, predict the reaction product. The product is: [CH3:1][O:2][CH2:3][O:4][C:5]1[C:22]([O:23][CH3:24])=[CH:21][CH:20]=[C:7]2[C:6]=1[CH:36]([OH:37])[N:10]([C:11]([CH3:19])([C:13]1[CH:14]=[CH:15][CH:16]=[CH:17][CH:18]=1)[CH3:12])[C:8]2=[O:9]. (2) Given the reactants [Cl:1][C:2]1[CH:11]=[C:10]([O:12][CH:13]([CH3:15])[CH3:14])[C:9]([I:16])=[CH:8][C:3]=1[C:4](=[NH:7])[NH:5][OH:6].[CH2:17]([C:20]1[CH:28]=[CH:27][C:23]([C:24](O)=O)=[CH:22][CH:21]=1)[CH2:18][CH3:19].ONC(=N)C1C=CC(OC(C)C)=C(I)C=1.ClC1C=C(C=CC=1OCCC)C(O)=O, predict the reaction product. The product is: [Cl:1][C:2]1[CH:11]=[C:10]([O:12][CH:13]([CH3:14])[CH3:15])[C:9]([I:16])=[CH:8][C:3]=1[C:4]1[N:7]=[C:24]([C:23]2[CH:27]=[CH:28][C:20]([CH2:17][CH2:18][CH3:19])=[CH:21][CH:22]=2)[O:6][N:5]=1. (3) Given the reactants C(OC(N1CCN(C(C2C3=NC=CC=C3N(C3CCCCC3)C=2Cl)=O)CC1)=O)(C)(C)C.CC1C=CC=C(C)C=1O.Cl.Cl.Cl.[CH:44]1([N:50]2[C:58]3[C:53](=[N:54][CH:55]=[CH:56][CH:57]=3)[C:52]([C:59]([N:61]3[CH2:66][CH2:65][NH:64][CH2:63][CH2:62]3)=[O:60])=[C:51]2[O:67][C:68]2[C:73]([CH3:74])=[CH:72][CH:71]=[CH:70][C:69]=2[CH3:75])[CH2:49][CH2:48][CH2:47][CH2:46][CH2:45]1, predict the reaction product. The product is: [CH:44]1([N:50]2[C:58]3[C:53](=[N:54][CH:55]=[CH:56][CH:57]=3)[C:52]([C:59]([N:61]3[CH2:62][CH2:63][NH:64][CH2:65][CH2:66]3)=[O:60])=[C:51]2[O:67][C:68]2[C:73]([CH3:74])=[CH:72][CH:71]=[CH:70][C:69]=2[CH3:75])[CH2:49][CH2:48][CH2:47][CH2:46][CH2:45]1. (4) Given the reactants FF.C([O:6]CC=C)C=C.[F:10][C:11]([C:14]([C:17](C(C(C([O-])=O)(F)F)(F)F)([F:19])[F:18])([F:16])[F:15])([F:13])[F:12].[NH4+].[F:30][C:31]([F:38])(F)[C:32]([F:36])=C(F)F.S(OOS([O-])(=O)=O)([O-])(=O)=O.[NH4+].[NH4+], predict the reaction product. The product is: [F:10][C:11]([F:13])([F:12])[C:14]([F:15])=[C:17]([F:19])[F:18].[C:32]([F:36])([O:6][C:17]([F:18])([F:19])[C:14]([F:15])([F:16])[C:11]([F:10])([F:12])[F:13])=[C:31]([F:38])[F:30]. (5) Given the reactants [C:1]([C:4]1[CH:13]=[C:12]2[C:7]([CH:8]=[C:9]([NH:37][C:38]([O:40][CH2:41][C:42]3[CH:47]=[CH:46][CH:45]=[CH:44][CH:43]=3)=[O:39])[C:10]([C:14]([NH:16][C:17]3[CH:18]=[N:19][CH:20]=[CH:21][C:22]=3[N:23]3[CH2:28][CH2:27][CH2:26][C@H:25]([NH:29][C:30](=[O:36])[O:31][C:32]([CH3:35])([CH3:34])[CH3:33])[CH2:24]3)=[O:15])=[N:11]2)=[CH:6][CH:5]=1)(=[O:3])[CH3:2].[CH2:48]1COCC1, predict the reaction product. The product is: [C:32]([O:31][C:30]([NH:29][C@H:25]1[CH2:26][CH2:27][CH2:28][N:23]([C:22]2[CH:21]=[CH:20][N:19]=[CH:18][C:17]=2[NH:16][C:14]([C:10]2[C:9]([NH:37][C:38](=[O:39])[O:40][CH2:41][C:42]3[CH:43]=[CH:44][CH:45]=[CH:46][CH:47]=3)=[CH:8][C:7]3[C:12](=[CH:13][C:4]([C:1]([OH:3])([CH3:48])[CH3:2])=[CH:5][CH:6]=3)[N:11]=2)=[O:15])[CH2:24]1)=[O:36])([CH3:35])([CH3:34])[CH3:33]. (6) Given the reactants [OH:1][CH:2]1[CH:8]([NH:9][C:10](=[O:17])[C@@H:11]([NH2:16])[CH2:12][CH:13]([CH3:15])[CH3:14])[CH2:7][CH2:6][CH2:5][N:4]([S:18]([C:21]2[CH:26]=[CH:25][CH:24]=[CH:23][N:22]=2)(=[O:20])=[O:19])[CH2:3]1.C(N(CC)CC)C.[CH2:34]([N:41]=[C:42]=[O:43])[C:35]1[CH:40]=[CH:39][CH:38]=[CH:37][CH:36]=1.CO, predict the reaction product. The product is: [O:1]=[C:2]1[CH:8]([NH:9][C:10](=[O:17])[C@@H:11]([NH:16][C:42]([NH:41][CH2:34][C:35]2[CH:40]=[CH:39][CH:38]=[CH:37][CH:36]=2)=[O:43])[CH2:12][CH:13]([CH3:15])[CH3:14])[CH2:7][CH2:6][CH2:5][N:4]([S:18]([C:21]2[CH:26]=[CH:25][CH:24]=[CH:23][N:22]=2)(=[O:20])=[O:19])[CH2:3]1. (7) Given the reactants I[C:2]1[CH:7]=[CH:6][N:5]=[C:4]([S:8][CH3:9])[N:3]=1.C(NC(C)C)(C)C.[C:17]([C:19]1[CH:24]=[CH:23][CH:22]=[C:21]([N+:25]([O-:27])=[O:26])[CH:20]=1)#[CH:18], predict the reaction product. The product is: [CH3:9][S:8][C:4]1[N:3]=[C:2]([C:18]#[C:17][C:19]2[CH:24]=[CH:23][CH:22]=[C:21]([N+:25]([O-:27])=[O:26])[CH:20]=2)[CH:7]=[CH:6][N:5]=1. (8) Given the reactants [CH2:1]([O:3][C:4]([CH:6]1[CH:10]([CH2:11][CH3:12])[CH2:9][CH:8]([CH2:13][S:14]([OH:17])(=[O:16])=O)[CH2:7]1)=[O:5])[CH3:2].C(Cl)(=O)C(Cl)=O.[CH2:24]([NH:26][CH2:27][CH3:28])[CH3:25], predict the reaction product. The product is: [CH2:24]([N:26]([CH2:27][CH3:28])[S:14]([CH2:13][CH:8]1[CH2:7][CH:6]([C:4]([O:3][CH2:1][CH3:2])=[O:5])[CH:10]([CH2:11][CH3:12])[CH2:9]1)(=[O:16])=[O:17])[CH3:25]. (9) Given the reactants FC(F)(F)C([O-])=O.[NH:8]1[CH:12]=[CH:11][C:10]([C:13]([NH:15][C:16]2[CH:17]=[N:18][C:19]3[CH2:20][CH2:21][NH2+:22][CH2:23][C:24]=3[CH:25]=2)=[O:14])=[N:9]1.N1C=CC=CC=1.C1(C)C=C(C)C=C(C)C=1, predict the reaction product. The product is: [N:18]1[C:19]2[C:24](=[CH:23][N:22]=[CH:21][CH:20]=2)[CH:25]=[C:16]([NH:15][C:13]([C:10]2[CH:11]=[CH:12][NH:8][N:9]=2)=[O:14])[CH:17]=1.